Dataset: Reaction yield outcomes from USPTO patents with 853,638 reactions. Task: Predict the reaction yield, written as a fraction of the theoretical maximum amount of product (1.0 means a 100% yield; for example, 0.34 means a 34% yield). The reactants are [CH3:1][CH:2]1[CH2:6][C:5]2[C:7]([CH3:19])=[C:8]([N:13]3[CH2:18][CH2:17][NH:16][CH2:15][CH2:14]3)[C:9]([CH3:12])=[C:10]([CH3:11])[C:4]=2[O:3]1.Br[C:21]1[CH:26]=[CH:25][C:24]([S:27][CH3:28])=[CH:23][CH:22]=1. No catalyst specified. The product is [CH3:28][S:27][C:24]1[CH:25]=[CH:26][C:21]([N:16]2[CH2:15][CH2:14][N:13]([C:8]3[C:9]([CH3:12])=[C:10]([CH3:11])[C:4]4[O:3][CH:2]([CH3:1])[CH2:6][C:5]=4[C:7]=3[CH3:19])[CH2:18][CH2:17]2)=[CH:22][CH:23]=1. The yield is 0.410.